From a dataset of Full USPTO retrosynthesis dataset with 1.9M reactions from patents (1976-2016). Predict the reactants needed to synthesize the given product. Given the product [CH3:19][O:6][C:4](=[O:5])[C:3]1[CH:7]=[C:8]([F:12])[C:9]([O:15][CH3:14])=[CH:10][C:2]=1[Cl:1], predict the reactants needed to synthesize it. The reactants are: [Cl:1][C:2]1[CH:10]=[C:9](F)[C:8]([F:12])=[CH:7][C:3]=1[C:4]([OH:6])=[O:5].C(Cl)(=O)[C:14](Cl)=[O:15].[CH3:19][O-].[Na+].